From a dataset of Forward reaction prediction with 1.9M reactions from USPTO patents (1976-2016). Predict the product of the given reaction. (1) The product is: [Cl:32][C:33]1[CH:34]=[C:35]([CH:45]=[CH:46][CH:47]=1)[O:36][C:37]1[CH:38]=[C:39]([CH2:40][NH:41][C:4](=[O:6])[C:3]2[CH:7]=[CH:8][CH:9]=[N:10][C:2]=2[NH2:1])[CH:42]=[CH:43][CH:44]=1. Given the reactants [NH2:1][C:2]1[N:10]=[CH:9][CH:8]=[CH:7][C:3]=1[C:4]([OH:6])=O.ON1C2C=CC=CC=2N=N1.CCN=C=NCCCN(C)C.[Cl:32][C:33]1[CH:34]=[C:35]([CH:45]=[CH:46][CH:47]=1)[O:36][C:37]1[CH:38]=[C:39]([CH:42]=[CH:43][CH:44]=1)[CH2:40][NH2:41].C(=O)(O)[O-].[Na+], predict the reaction product. (2) Given the reactants [Cl:1][C:2]1[CH:3]=[N:4][CH:5]=[C:6]([Cl:23])[C:7]=1[NH:8][C:9]1[C:18]2[C:13](=[C:14]([OH:21])[C:15]([O:19][CH3:20])=[CH:16][CH:17]=2)[NH:12][C:11](=[O:22])[CH:10]=1.C(=O)([O-])[O-].[Cs+].[Cs+].CS(C)=O.Br[CH2:35][CH2:36][CH2:37][CH2:38][CH2:39][CH2:40][Cl:41], predict the reaction product. The product is: [Cl:41][CH2:40][CH2:39][CH2:38][CH2:37][CH2:36][CH2:35][O:21][C:14]1[C:15]([O:19][CH3:20])=[CH:16][CH:17]=[C:18]2[C:13]=1[NH:12][C:11](=[O:22])[CH:10]=[C:9]2[NH:8][C:7]1[C:6]([Cl:23])=[CH:5][N:4]=[CH:3][C:2]=1[Cl:1]. (3) Given the reactants [C:1]1([CH:8]=[CH:7][CH:6]=[C:4]([OH:5])[CH:3]=1)[OH:2].[CH3:9][CH2:10][CH2:11][CH2:12][CH2:13][C:14](O)=[O:15], predict the reaction product. The product is: [C:14]([C:6]1[CH:7]=[CH:8][C:1]([OH:2])=[CH:3][C:4]=1[OH:5])(=[O:15])[CH2:13][CH2:12][CH2:11][CH2:10][CH3:9].